From a dataset of Reaction yield outcomes from USPTO patents with 853,638 reactions. Predict the reaction yield, written as a fraction of the theoretical maximum amount of product (1.0 means a 100% yield; for example, 0.34 means a 34% yield). (1) The reactants are Cl.Cl[C:3]1[N:8]=[C:7]([NH:9][C@@H:10]2[CH2:18][C@H:17]3[N:13]([CH2:14][CH2:15][CH2:16]3)[C:12]([CH3:20])([CH3:19])[CH2:11]2)[C:6]([F:21])=[CH:5][N:4]=1.[NH2:22][C:23]1[CH:24]=[CH:25][C:26]([O:36][C:37]([CH3:48])([CH3:47])[CH2:38][O:39][Si](C(C)(C)C)(C)C)=[C:27]([N:29]2[C:33](=[O:34])[N:32]([CH3:35])[N:31]=[N:30]2)[CH:28]=1. The catalyst is CC(O)C. The product is [NH3:4].[CH3:33][OH:34].[OH:39][CH2:38][C:37]([CH3:48])([O:36][C:26]1[CH:25]=[CH:24][C:23]([NH:22][C:3]2[N:8]=[C:7]([NH:9][C@@H:10]3[CH2:18][C@H:17]4[N:13]([CH2:14][CH2:15][CH2:16]4)[C:12]([CH3:20])([CH3:19])[CH2:11]3)[C:6]([F:21])=[CH:5][N:4]=2)=[CH:28][C:27]=1[N:29]1[C:33](=[O:34])[N:32]([CH3:35])[N:31]=[N:30]1)[CH3:47]. The yield is 0.0100. (2) The product is [Cl:17][C:18]1[CH:19]=[C:20]([NH:21][C:2]2[C:11]3[C:6](=[CH:7][CH:8]=[C:9]([N+:12]([O-:14])=[O:13])[CH:10]=3)[N:5]=[CH:4][C:3]=2[C:15]#[N:16])[CH:22]=[CH:23][C:24]=1[F:25]. The yield is 0.800. The reactants are Cl[C:2]1[C:11]2[C:6](=[CH:7][CH:8]=[C:9]([N+:12]([O-:14])=[O:13])[CH:10]=2)[N:5]=[CH:4][C:3]=1[C:15]#[N:16].[Cl:17][C:18]1[CH:19]=[C:20]([CH:22]=[CH:23][C:24]=1[F:25])[NH2:21]. The catalyst is C(O)C. (3) The reactants are CS(O)(=O)=O.[CH3:6][CH:7]([CH2:9][C:10]1[C:18]2[C:13](=[CH:14][CH:15]=[CH:16][CH:17]=2)[NH:12][CH:11]=1)[NH2:8].C(OC(OC(C)(C)C)=O)(OC(C)(C)C)=O.[Cl:34][C:35]1[N:36]=[C:37]2[N:41]([C:42]=1[S:43](Cl)(=[O:45])=[O:44])[CH:40]=[CH:39][S:38]2.CC(C)([O-])C.[K+].C([O-])(O)=O.[Na+]. The catalyst is C1COCC1.O.CC(C)=O. The product is [ClH:34].[Cl:34][C:35]1[N:36]=[C:37]2[N:41]([C:42]=1[S:43]([N:12]1[C:13]3[C:18](=[CH:17][CH:16]=[CH:15][CH:14]=3)[C:10]([CH2:9][CH:7]([NH2:8])[CH3:6])=[CH:11]1)(=[O:45])=[O:44])[CH:40]=[CH:39][S:38]2. The yield is 0.500. (4) The reactants are [O:1]=[C:2]1[CH2:7][CH2:6][CH2:5][N:4]([C:8]([O:10][CH2:11][C:12]2[CH:17]=[CH:16][CH:15]=[CH:14][CH:13]=2)=[O:9])[CH2:3]1.[CH3:18][Mg+].[Br-]. The catalyst is C1COCC1. The product is [OH:1][C:2]1([CH3:18])[CH2:7][CH2:6][CH2:5][N:4]([C:8]([O:10][CH2:11][C:12]2[CH:17]=[CH:16][CH:15]=[CH:14][CH:13]=2)=[O:9])[CH2:3]1. The yield is 0.530. (5) The reactants are C(O[BH-](OC(=O)C)OC(=O)C)(=O)C.[Na+].[CH2:15]([O:22][C:23]1[CH:28]=[CH:27][C:26]([C@@H:29]2[CH2:31][C@H:30]2[NH2:32])=[CH:25][CH:24]=1)[C:16]1[CH:21]=[CH:20][CH:19]=[CH:18][CH:17]=1.[NH2:33][C:34]1[N:39]=[CH:38][C:37]([CH:40]=O)=[CH:36][N:35]=1.[BH4-].[Na+]. The catalyst is ClCCCl. The product is [CH2:15]([O:22][C:23]1[CH:24]=[CH:25][C:26]([C@@H:29]2[CH2:31][C@H:30]2[NH:32][CH2:40][C:37]2[CH:36]=[N:35][C:34]([NH2:33])=[N:39][CH:38]=2)=[CH:27][CH:28]=1)[C:16]1[CH:17]=[CH:18][CH:19]=[CH:20][CH:21]=1. The yield is 0.250.